Regression. Given a peptide amino acid sequence and an MHC pseudo amino acid sequence, predict their binding affinity value. This is MHC class II binding data. From a dataset of Peptide-MHC class II binding affinity with 134,281 pairs from IEDB. (1) The peptide sequence is AAATAGTTVYHAFAA. The MHC is HLA-DPA10103-DPB10601 with pseudo-sequence HLA-DPA10103-DPB10601. The binding affinity (normalized) is 0.0926. (2) The peptide sequence is WDDLRSLCLFSYHRLR. The MHC is DRB1_1501 with pseudo-sequence DRB1_1501. The binding affinity (normalized) is 0.460. (3) The peptide sequence is FLAVAVVLGLATSPT. The MHC is HLA-DQA10301-DQB10302 with pseudo-sequence HLA-DQA10301-DQB10302. The binding affinity (normalized) is 0.377. (4) The peptide sequence is EKKYFAATQFEPLPA. The MHC is HLA-DPA10201-DPB10101 with pseudo-sequence HLA-DPA10201-DPB10101. The binding affinity (normalized) is 0.960. (5) The peptide sequence is AFKVAATAANRAPAN. The MHC is DRB1_0901 with pseudo-sequence DRB1_0901. The binding affinity (normalized) is 0.506.